Task: Predict the reaction yield, written as a fraction of the theoretical maximum amount of product (1.0 means a 100% yield; for example, 0.34 means a 34% yield).. Dataset: Reaction yield outcomes from USPTO patents with 853,638 reactions (1) The reactants are [Br:1][C:2]1[CH:3]=[C:4]2[CH2:12][CH2:11][C:10]3[CH:13]=[C:14]([Cl:17])[CH:15]=[CH:16][C:9]=3[CH:8]([N:18]3[CH2:23][CH2:22][N:21]([C:24]([CH2:26][CH:27]4[CH2:32][CH2:31][N:30](C(OC(C)(C)C)=O)[CH2:29][CH2:28]4)=[O:25])[CH2:20][CH2:19]3)[C:5]2=[N:6][CH:7]=1.OS(O)(=O)=O.[OH-].[Na+]. The catalyst is CO.O1CCOCC1. The product is [Br:1][C:2]1[CH:3]=[C:4]2[CH2:12][CH2:11][C:10]3[CH:13]=[C:14]([Cl:17])[CH:15]=[CH:16][C:9]=3[CH:8]([N:18]3[CH2:19][CH2:20][N:21]([C:24](=[O:25])[CH2:26][CH:27]4[CH2:32][CH2:31][NH:30][CH2:29][CH2:28]4)[CH2:22][CH2:23]3)[C:5]2=[N:6][CH:7]=1. The yield is 0.740. (2) The reactants are [NH2:1][C:2]1[C:11]([Cl:12])=[C:10](F)[C:9]([O:14][CH3:15])=[C:8]2[C:3]=1[C:4](=[O:22])[C:5]([C:19]([OH:21])=[O:20])=[CH:6][N:7]2[CH:16]1[CH2:18][CH2:17]1.[N:23]1[CH:28]=[CH:27][CH:26]=[CH:25][C:24]=1[NH:29][CH2:30][CH2:31][NH2:32].C(N(CC)CC)C.CC(O)=O. The catalyst is CS(C)=O. The product is [NH2:1][C:2]1[C:11]([Cl:12])=[C:10]([NH:32][CH2:31][CH2:30][NH:29][C:24]2[CH:25]=[CH:26][CH:27]=[CH:28][N:23]=2)[C:9]([O:14][CH3:15])=[C:8]2[C:3]=1[C:4](=[O:22])[C:5]([C:19]([OH:21])=[O:20])=[CH:6][N:7]2[CH:16]1[CH2:18][CH2:17]1. The yield is 0.730. (3) The product is [NH2:19][C:16]1[CH:17]=[CH:18][C:13]([O:12][C:10]2[CH:9]=[CH:8][N:7]=[C:6]([NH:5][C:3]([N:2]([CH3:23])[CH3:1])=[O:4])[CH:11]=2)=[C:14]([F:22])[CH:15]=1. The reactants are [CH3:1][N:2]([CH3:23])[C:3]([NH:5][C:6]1[CH:11]=[C:10]([O:12][C:13]2[CH:18]=[CH:17][C:16]([N+:19]([O-])=O)=[CH:15][C:14]=2[F:22])[CH:9]=[CH:8][N:7]=1)=[O:4].[Cl-].[NH4+].C(OCC)(=O)C.O1CCCC1.C(OCC)C.CCCCCC. The catalyst is C(O)C.O.[Fe]. The yield is 0.910. (4) The reactants are Cl.[F:2][C:3]1[CH:8]=[C:7]([C:9]2[CH:18]=[CH:17][C:12]3[N:13]([CH3:16])[CH:14]=[N:15][C:11]=3[CH:10]=2)[CH:6]=[CH:5][C:4]=1[C:19]([N:21]1[CH2:26][CH2:25][NH:24][C@@H:23]([CH3:27])[CH2:22]1)=[O:20].[OH:28][C:29]1([C:32](O)=[O:33])[CH2:31][CH2:30]1.CN(C(ON1N=NC2C=CC=CC1=2)=[N+](C)C)C.F[P-](F)(F)(F)(F)F.CCN(C(C)C)C(C)C. The catalyst is CN(C)C=O.CC(=O)OCC. The product is [F:2][C:3]1[CH:8]=[C:7]([C:9]2[CH:18]=[CH:17][C:12]3[N:13]([CH3:16])[CH:14]=[N:15][C:11]=3[CH:10]=2)[CH:6]=[CH:5][C:4]=1[C:19]([N:21]1[CH2:26][CH2:25][N:24]([C:32]([C:29]2([OH:28])[CH2:31][CH2:30]2)=[O:33])[C@@H:23]([CH3:27])[CH2:22]1)=[O:20]. The yield is 0.280. (5) The reactants are [H-].[Na+].[C:3]([O:11][CH2:12][CH3:13])(=[O:10])[CH2:4][C:5]([O:7][CH2:8][CH3:9])=[O:6].Br[C:15]1[C:24]2[C:19](=[CH:20][CH:21]=[C:22]([F:25])[CH:23]=2)[N:18]=[CH:17][C:16]=1Cl.OS([O-])(=O)=O.[Na+]. The catalyst is O1CCOCC1. The product is [CH2:12]([O:11][C:3](=[O:10])[CH:4]([C:15]1[C:24]2[C:19](=[CH:20][CH:21]=[C:22]([F:25])[CH:23]=2)[N:18]=[CH:17][CH:16]=1)[C:5]([O:7][CH2:8][CH3:9])=[O:6])[CH3:13]. The yield is 1.00. (6) The reactants are [CH3:1][C:2]1([CH3:12])[CH2:7][C:6](=O)[CH2:5][C:4]([CH3:11])([CH2:9][CH3:10])[NH:3]1.[OH-].[K+]. The catalyst is C(O)COCCO.O. The product is [CH3:1][C:2]1([CH3:12])[CH2:7][CH2:6][CH2:5][C:4]([CH3:11])([CH2:9][CH3:10])[NH:3]1. The yield is 0.190. (7) The reactants are C[Al](C)C.[CH:5]([NH2:8])([CH3:7])[CH3:6].C[O:10][C:11](=O)[C:12]1[CH:17]=[CH:16][C:15]([O:18][CH2:19][C:20]2[C:21]([C:29]3[CH:34]=[CH:33][CH:32]=[CH:31][CH:30]=3)=[N:22][O:23][C:24]=2[C:25]([F:28])([F:27])[F:26])=[N:14][CH:13]=1.O. The catalyst is O1CCOCC1. The product is [CH:5]([NH:8][C:11](=[O:10])[C:12]1[CH:17]=[CH:16][C:15]([O:18][CH2:19][C:20]2[C:21]([C:29]3[CH:34]=[CH:33][CH:32]=[CH:31][CH:30]=3)=[N:22][O:23][C:24]=2[C:25]([F:28])([F:27])[F:26])=[N:14][CH:13]=1)([CH3:7])[CH3:6]. The yield is 0.950. (8) The reactants are [CH:1]1([N:5]2[CH2:10][CH2:9][N:8]([C:11]([C:13]3[CH:14]=[C:15]4[C:19](=[CH:20][CH:21]=3)[NH:18][C:17]([C:22]([N:24]3[CH2:29][CH2:28][S:27](=[O:31])(=[O:30])[CH2:26][CH2:25]3)=[O:23])=[CH:16]4)=[O:12])[CH2:7][CH2:6]2)[CH2:4][CH2:3][CH2:2]1.[Cl:32][C:33]1[CH:34]=[C:35](B(O)O)[CH:36]=[CH:37][CH:38]=1.N1C=CC=CC=1. The catalyst is ClCCl.C([O-])(=O)C.[Cu+2].C([O-])(=O)C. The product is [Cl:32][C:33]1[CH:38]=[C:37]([N:18]2[C:19]3[C:15](=[CH:14][C:13]([C:11]([N:8]4[CH2:7][CH2:6][N:5]([CH:1]5[CH2:2][CH2:3][CH2:4]5)[CH2:10][CH2:9]4)=[O:12])=[CH:21][CH:20]=3)[CH:16]=[C:17]2[C:22]([N:24]2[CH2:29][CH2:28][S:27](=[O:30])(=[O:31])[CH2:26][CH2:25]2)=[O:23])[CH:36]=[CH:35][CH:34]=1. The yield is 0.720. (9) The reactants are B(Br)(Br)Br.C[O:6][C:7]1[CH:12]=[CH:11][C:10]([N:13]2[C:21]3[C:16](=[CH:17][CH:18]=[CH:19][CH:20]=3)[C:15]([C:22](=[O:24])[CH3:23])=[C:14]2[C:25]2[CH:30]=[CH:29][CH:28]=[CH:27][CH:26]=2)=[CH:9][CH:8]=1. The catalyst is C(Cl)Cl. The product is [OH:6][C:7]1[CH:12]=[CH:11][C:10]([N:13]2[C:21]3[C:16](=[CH:17][CH:18]=[CH:19][CH:20]=3)[C:15]([C:22](=[O:24])[CH3:23])=[C:14]2[C:25]2[CH:26]=[CH:27][CH:28]=[CH:29][CH:30]=2)=[CH:9][CH:8]=1. The yield is 0.560.